From a dataset of Forward reaction prediction with 1.9M reactions from USPTO patents (1976-2016). Predict the product of the given reaction. (1) Given the reactants [NH2:1][C:2]1[C:10]2[C:5](=[N:6][CH:7]=[CH:8][C:9]=2[C:11]2[CH:16]=[CH:15][C:14]([NH:17][C:18]([NH:20][C:21]3[CH:26]=[C:25]([C:27]([F:30])([F:29])[F:28])[CH:24]=[CH:23][C:22]=3[O:31]C)=[O:19])=[CH:13][CH:12]=2)[NH:4][N:3]=1.B(Br)(Br)Br.O, predict the reaction product. The product is: [NH2:1][C:2]1[C:10]2[C:5](=[N:6][CH:7]=[CH:8][C:9]=2[C:11]2[CH:12]=[CH:13][C:14]([NH:17][C:18]([NH:20][C:21]3[CH:26]=[C:25]([C:27]([F:30])([F:28])[F:29])[CH:24]=[CH:23][C:22]=3[OH:31])=[O:19])=[CH:15][CH:16]=2)[NH:4][N:3]=1. (2) Given the reactants [CH3:1][O:2][C:3]([C:5]1[CH:6]=[C:7]2[C:11](=[CH:12][CH:13]=1)[N:10]([CH3:14])[CH:9]=[CH:8]2)=[O:4].[F:15][C:16]1[CH:23]=[CH:22][C:19]([CH2:20]Br)=[CH:18][CH:17]=1.O1CCOCC1, predict the reaction product. The product is: [CH3:1][O:2][C:3]([C:5]1[CH:6]=[C:7]2[C:11](=[CH:12][CH:13]=1)[N:10]([CH3:14])[CH:9]=[C:8]2[CH2:20][C:19]1[CH:22]=[CH:23][C:16]([F:15])=[CH:17][CH:18]=1)=[O:4]. (3) Given the reactants [NH:1]1[CH2:6][CH2:5][CH:4]([C:7]2[C:15]3[C:10](=[C:11]([C:21]([NH2:23])=[O:22])[CH:12]=[C:13]([C:16]4[CH:20]=[CH:19][S:18][CH:17]=4)[CH:14]=3)[NH:9][CH:8]=2)[CH2:3][CH2:2]1.[CH3:24][N:25]1[CH:29]=[C:28]([S:30](Cl)(=[O:32])=[O:31])[N:27]=[CH:26]1.C(N(CC)CC)C, predict the reaction product. The product is: [CH3:24][N:25]1[CH:29]=[C:28]([S:30]([N:1]2[CH2:6][CH2:5][CH:4]([C:7]3[C:15]4[C:10](=[C:11]([C:21]([NH2:23])=[O:22])[CH:12]=[C:13]([C:16]5[CH:20]=[CH:19][S:18][CH:17]=5)[CH:14]=4)[NH:9][CH:8]=3)[CH2:3][CH2:2]2)(=[O:32])=[O:31])[N:27]=[CH:26]1.